From a dataset of Forward reaction prediction with 1.9M reactions from USPTO patents (1976-2016). Predict the product of the given reaction. (1) The product is: [Cl:1][C:2]1[CH:3]=[CH:4][C:5]([O:6][CH2:7][C:8]2[C:9]([C:10]([NH:21][C@H:22]([C:24]3[CH:33]=[CH:32][C:27]([C:28]([O:30][CH3:31])=[O:29])=[CH:26][CH:25]=3)[CH3:23])=[O:12])=[CH:13][C:14]([F:17])=[CH:15][N:16]=2)=[CH:18][CH:19]=1. Given the reactants [Cl:1][C:2]1[CH:19]=[CH:18][C:5]([O:6][CH2:7][C:8]2[N:16]=[CH:15][C:14]([F:17])=[CH:13][C:9]=2[C:10]([OH:12])=O)=[CH:4][CH:3]=1.Cl.[NH2:21][C@H:22]([C:24]1[CH:33]=[CH:32][C:27]([C:28]([O:30][CH3:31])=[O:29])=[CH:26][CH:25]=1)[CH3:23], predict the reaction product. (2) Given the reactants [C:1]([C:3]([NH:20][C:21](=[O:33])[C:22]1[CH:27]=[CH:26][C:25]([O:28][C:29]([F:32])([F:31])[F:30])=[CH:24][CH:23]=1)([CH3:19])[CH2:4][O:5][C:6]1[CH:7]=[CH:8][C:9]2[CH2:13][O:12][B:11]([OH:14])[C:10]=2[C:15]=1[N+:16]([O-])=O)#[N:2], predict the reaction product. The product is: [NH2:16][C:15]1[C:10]2[B:11]([OH:14])[O:12][CH2:13][C:9]=2[CH:8]=[CH:7][C:6]=1[O:5][CH2:4][C:3]([NH:20][C:21](=[O:33])[C:22]1[CH:27]=[CH:26][C:25]([O:28][C:29]([F:31])([F:32])[F:30])=[CH:24][CH:23]=1)([C:1]#[N:2])[CH3:19]. (3) The product is: [CH3:1][O:2][C:3](=[O:17])[CH:4]=[C:5]([NH:19][C:18]([O:20][C:21]([CH3:24])([CH3:23])[CH3:22])=[O:25])[CH2:6][C:7]1[CH:12]=[C:11]([F:13])[C:10]([F:14])=[CH:9][C:8]=1[F:15]. Given the reactants [CH3:1][O:2][C:3](=[O:17])[CH2:4][C:5](=O)[CH2:6][C:7]1[CH:12]=[C:11]([F:13])[C:10]([F:14])=[CH:9][C:8]=1[F:15].[C:18](=[O:25])([O:20][C:21]([CH3:24])([CH3:23])[CH3:22])[NH2:19].C1(C)C=CC(S(O)(=O)=O)=CC=1.CCCCN(C(NC(C1C=C(OC)C(OC)=C(OC)C=1)=O)=S)CCCC, predict the reaction product. (4) Given the reactants O[CH:2]1[C:11]2[C:6](=[CH:7][CH:8]=[C:9]([C:12]([O:14][CH3:15])=[O:13])[CH:10]=2)[NH:5][CH:4]([C:16]2[CH:21]=[CH:20][CH:19]=[C:18]([O:22][C:23]([CH3:29])([CH3:28])[C:24]([O:26][CH3:27])=[O:25])[CH:17]=2)[C:3]1([CH3:31])[CH3:30].C([SiH](CC)CC)C.FC(F)(F)C(O)=O.C(=O)([O-])[O-].[Na+].[Na+], predict the reaction product. The product is: [CH3:27][O:26][C:24](=[O:25])[C:23]([CH3:29])([O:22][C:18]1[CH:17]=[C:16]([CH:4]2[C:3]([CH3:31])([CH3:30])[CH2:2][C:11]3[C:6](=[CH:7][CH:8]=[C:9]([C:12]([O:14][CH3:15])=[O:13])[CH:10]=3)[NH:5]2)[CH:21]=[CH:20][CH:19]=1)[CH3:28]. (5) Given the reactants [NH2:1][C@@H:2]([CH3:20])[CH2:3][N:4]1[CH:8]=[CH:7][C:6]([C:9]2[CH:16]=[CH:15][C:12]([C:13]#[N:14])=[C:11]([N+:17]([O-:19])=[O:18])[CH:10]=2)=[N:5]1.[C:21]([C:24]1[CH:28]=[C:27]([C:29](O)=[O:30])[NH:26][N:25]=1)(=[O:23])[CH3:22], predict the reaction product. The product is: [C:21]([C:24]1[CH:28]=[C:27]([C:29]([NH:1][C@@H:2]([CH3:20])[CH2:3][N:4]2[CH:8]=[CH:7][C:6]([C:9]3[CH:16]=[CH:15][C:12]([C:13]#[N:14])=[C:11]([N+:17]([O-:19])=[O:18])[CH:10]=3)=[N:5]2)=[O:30])[NH:26][N:25]=1)(=[O:23])[CH3:22]. (6) The product is: [CH2:12]([O:11][C:9]([C:8]1([C:5]2[CH:4]=[CH:3][C:2]([Br:1])=[CH:7][CH:6]=2)[CH2:20][CH2:19][CH2:18][CH2:17]1)=[O:10])[CH3:13]. Given the reactants [Br:1][C:2]1[CH:7]=[CH:6][C:5]([CH2:8][C:9]([O:11][CH2:12][CH3:13])=[O:10])=[CH:4][CH:3]=1.[H-].[Na+].Br[CH2:17][CH2:18][CH2:19][CH2:20]Br.Cl, predict the reaction product.